This data is from Full USPTO retrosynthesis dataset with 1.9M reactions from patents (1976-2016). The task is: Predict the reactants needed to synthesize the given product. Given the product [CH:1](/[C:9]1[C:17]2[C:12](=[CH:13][C:14]([CH:18]=[O:19])=[CH:15][CH:16]=2)[NH:11][N:10]=1)=[CH:2]\[C:3]1[CH:8]=[CH:7][CH:6]=[CH:5][CH:4]=1, predict the reactants needed to synthesize it. The reactants are: [CH:1](/[C:9]1[C:17]2[C:12](=[CH:13][C:14]([CH:18]=[O:19])=[CH:15][CH:16]=2)[N:11](COCC[Si](C)(C)C)[N:10]=1)=[CH:2]\[C:3]1[CH:8]=[CH:7][CH:6]=[CH:5][CH:4]=1.CCCC[N+](CCCC)(CCCC)CCCC.[F-].